Task: Predict the product of the given reaction.. Dataset: Forward reaction prediction with 1.9M reactions from USPTO patents (1976-2016) (1) Given the reactants [CH3:1][O:2][C:3](=[O:10])[CH2:4][C:5]1([CH2:8][SH:9])[CH2:7][CH2:6]1.[OH2:11], predict the reaction product. The product is: [CH3:1][O:2][C:3](=[O:10])[CH2:4][C:5]1([CH:8]([S:9][S:9][CH2:8][CH:5]2[CH2:7][CH2:6]2)[CH2:4][C:3]([O:2][CH3:1])=[O:11])[CH2:7][CH2:6]1. (2) Given the reactants C(OC(=O)[NH:7][CH2:8][CH2:9][C:10]([C:30]1[CH:35]=[CH:34][C:33]([Cl:36])=[CH:32][CH:31]=1)([F:29])[C:11](=[O:28])[N:12]1[CH2:17][CH2:16][N:15]([C:18]2[C:27]3[C:22](=[CH:23][CH:24]=[CH:25][CH:26]=3)[N:21]=[CH:20][N:19]=2)[CH2:14][CH2:13]1)(C)(C)C, predict the reaction product. The product is: [ClH:36].[ClH:36].[NH2:7][CH2:8][CH2:9][C:10]([C:30]1[CH:31]=[CH:32][C:33]([Cl:36])=[CH:34][CH:35]=1)([F:29])[C:11]([N:12]1[CH2:17][CH2:16][N:15]([C:18]2[C:27]3[C:22](=[CH:23][CH:24]=[CH:25][CH:26]=3)[N:21]=[CH:20][N:19]=2)[CH2:14][CH2:13]1)=[O:28].